Dataset: Reaction yield outcomes from USPTO patents with 853,638 reactions. Task: Predict the reaction yield, written as a fraction of the theoretical maximum amount of product (1.0 means a 100% yield; for example, 0.34 means a 34% yield). (1) The product is [OH:25][CH2:2][CH2:1][C:3]1[CH:4]=[C:5]2[C:10](=[CH:11][CH:12]=1)[O:9][CH2:8][CH2:7][CH2:6]2. The reactants are [CH:1]([C:3]1[CH:4]=[C:5]2[C:10](=[CH:11][CH:12]=1)[O:9][CH2:8][CH2:7][CH2:6]2)=[CH2:2].B1C2CCCC1CCC2.C1C[O:25]CC1. No catalyst specified. The yield is 0.240. (2) The reactants are [CH3:1][C:2]1[CH:11]=[C:10]([CH2:12][C:13]2[CH:30]=[CH:29][C:16]([C:17]([NH:19][C@@H:20]3[CH2:24][NH:23][CH2:22][C@@H:21]3[C:25]([O:27][CH3:28])=[O:26])=[O:18])=[CH:15][CH:14]=2)[C:9]2[C:4](=[CH:5][CH:6]=[CH:7][CH:8]=2)[N:3]=1.C(N(CC)CC)C.[CH2:38](Br)[C:39]#[CH:40]. The catalyst is C(Cl)(Cl)Cl.C(OCC)(=O)C. The product is [CH3:1][C:2]1[CH:11]=[C:10]([CH2:12][C:13]2[CH:14]=[CH:15][C:16]([C:17]([NH:19][C@@H:20]3[CH2:24][N:23]([CH2:40][C:39]#[CH:38])[CH2:22][C@@H:21]3[C:25]([O:27][CH3:28])=[O:26])=[O:18])=[CH:29][CH:30]=2)[C:9]2[C:4](=[CH:5][CH:6]=[CH:7][CH:8]=2)[N:3]=1. The yield is 0.560. (3) The reactants are C([O:8][C:9]1[CH:27]=[CH:26][C:12]([CH2:13][C:14]2[CH:18]=[C:17]([C:19]3[C:20]([NH2:25])=[N:21][CH:22]=[CH:23][CH:24]=3)[O:16][N:15]=2)=[CH:11][CH:10]=1)C1C=CC=CC=1.FC(F)(F)C(O)=O.C1(SC)C=CC=CC=1.C(=O)([O-])O.[Na+]. The catalyst is C(OCC)(=O)C. The product is [NH2:25][C:20]1[C:19]([C:17]2[O:16][N:15]=[C:14]([CH2:13][C:12]3[CH:26]=[CH:27][C:9]([OH:8])=[CH:10][CH:11]=3)[CH:18]=2)=[CH:24][CH:23]=[CH:22][N:21]=1. The yield is 1.00. (4) The reactants are [O:1]1[CH:5]=[CH:4][CH:3]=[C:2]1[CH2:6][NH:7][C:8](=[O:19])[C:9]1[CH:14]=[C:13]([N+:15]([O-:17])=[O:16])[CH:12]=[CH:11][C:10]=1F.[Cl:20][C:21]1[CH:22]=[C:23]([OH:27])[CH:24]=[N:25][CH:26]=1.C([O-])([O-])=O.[K+].[K+]. The catalyst is CS(C)=O.Cl. The product is [O:1]1[CH:5]=[CH:4][CH:3]=[C:2]1[CH2:6][NH:7][C:8](=[O:19])[C:9]1[CH:14]=[C:13]([N+:15]([O-:17])=[O:16])[CH:12]=[CH:11][C:10]=1[O:27][C:23]1[CH:22]=[C:21]([Cl:20])[CH:26]=[N:25][CH:24]=1. The yield is 1.00.